From a dataset of Full USPTO retrosynthesis dataset with 1.9M reactions from patents (1976-2016). Predict the reactants needed to synthesize the given product. (1) Given the product [CH3:1][CH:2]([CH2:6][C:7]1[CH:12]=[CH:11][CH:10]=[CH:9][CH:8]=1)[C:3]([NH:13][C:14]1[CH:15]=[CH:16][C:17]2[O:21][C:20]([C:22]3[CH:23]=[CH:24][N:25]=[CH:26][CH:27]=3)=[N:19][C:18]=2[CH:28]=1)=[O:5], predict the reactants needed to synthesize it. The reactants are: [CH3:1][CH:2]([CH2:6][C:7]1[CH:12]=[CH:11][CH:10]=[CH:9][CH:8]=1)[C:3]([OH:5])=O.[NH2:13][C:14]1[CH:15]=[CH:16][C:17]2[O:21][C:20]([C:22]3[CH:27]=[CH:26][N:25]=[CH:24][CH:23]=3)=[N:19][C:18]=2[CH:28]=1. (2) Given the product [C:1]([O:5][C:6]([N:8]1[CH2:11][CH2:10][C@H:9]1[CH2:12][O:13][CH3:14])=[O:7])([CH3:4])([CH3:3])[CH3:2], predict the reactants needed to synthesize it. The reactants are: [C:1]([O:5][C:6]([N:8]1[CH2:11][CH2:10][C@H:9]1[CH2:12][OH:13])=[O:7])([CH3:4])([CH3:3])[CH3:2].[CH3:14]I.[H-].[Na+].